This data is from Full USPTO retrosynthesis dataset with 1.9M reactions from patents (1976-2016). The task is: Predict the reactants needed to synthesize the given product. (1) Given the product [F:1][C:2]1[CH:7]=[CH:6][C:5]([C:8]2[S:12][C:11]3[CH:13]=[C:14]([OH:17])[CH:15]=[CH:16][C:10]=3[C:9]=2[O:19][C:20]2[CH:21]=[CH:22][C:23](/[CH:24]=[CH:25]/[C:26]3[O:27][C:28]([CH3:31])=[N:29][N:30]=3)=[CH:32][CH:33]=2)=[C:4]([CH3:34])[CH:3]=1, predict the reactants needed to synthesize it. The reactants are: [F:1][C:2]1[CH:7]=[CH:6][C:5]([C:8]2[S:12][C:11]3[CH:13]=[C:14]([O:17]C)[CH:15]=[CH:16][C:10]=3[C:9]=2[O:19][C:20]2[CH:33]=[CH:32][C:23](/[CH:24]=[CH:25]/[C:26]3[O:27][C:28]([CH3:31])=[N:29][N:30]=3)=[CH:22][CH:21]=2)=[C:4]([CH3:34])[CH:3]=1.B(Br)(Br)Br. (2) Given the product [Cl:21][C:22]1[CH:30]=[CH:29][CH:28]=[CH:27][C:23]=1[C:24]([NH:20][CH2:19][C:7]1([C:1]2[CH:6]=[CH:5][CH:4]=[CH:3][CH:2]=2)[CH2:8][CH2:9][N:10]([S:13]([CH2:16][CH2:17][CH3:18])(=[O:15])=[O:14])[CH2:11][CH2:12]1)=[O:25], predict the reactants needed to synthesize it. The reactants are: [C:1]1([C:7]2([CH2:19][NH2:20])[CH2:12][CH2:11][N:10]([S:13]([CH2:16][CH2:17][CH3:18])(=[O:15])=[O:14])[CH2:9][CH2:8]2)[CH:6]=[CH:5][CH:4]=[CH:3][CH:2]=1.[Cl:21][C:22]1[CH:30]=[CH:29][CH:28]=[CH:27][C:23]=1[C:24](Cl)=[O:25].CCN(C(C)C)C(C)C. (3) Given the product [CH:9]([N:22]1[CH2:25][C:24]([O:26][S:29]([CH3:28])(=[O:31])=[O:30])([CH3:27])[CH2:23]1)([C:16]1[CH:21]=[CH:20][CH:19]=[CH:18][CH:17]=1)[C:10]1[CH:11]=[CH:12][CH:13]=[CH:14][CH:15]=1, predict the reactants needed to synthesize it. The reactants are: C(N(CC)CC)C.Cl.[CH:9]([N:22]1[CH2:25][C:24]([CH3:27])([OH:26])[CH2:23]1)([C:16]1[CH:21]=[CH:20][CH:19]=[CH:18][CH:17]=1)[C:10]1[CH:15]=[CH:14][CH:13]=[CH:12][CH:11]=1.[CH3:28][S:29](Cl)(=[O:31])=[O:30]. (4) The reactants are: Cl.[CH3:2][C:3]1([CH3:26])[CH2:12][CH2:11][C:10]([CH3:14])([CH3:13])[C:9]2[CH:8]=[C:7]([C:15]3[N:16]=[C:17]([CH:20]4[CH2:25][CH2:24][NH:23][CH2:22][CH2:21]4)[S:18][CH:19]=3)[CH:6]=[CH:5][C:4]1=2.Br[CH2:28][CH2:29][CH2:30][CH2:31][CH2:32][CH2:33][O:34][Si](C(C)(C)C)(C)C. Given the product [CH3:2][C:3]1([CH3:26])[CH2:12][CH2:11][C:10]([CH3:13])([CH3:14])[C:9]2[CH:8]=[C:7]([C:15]3[N:16]=[C:17]([CH:20]4[CH2:25][CH2:24][N:23]([CH2:28][CH2:29][CH2:30][CH2:31][CH2:32][CH2:33][OH:34])[CH2:22][CH2:21]4)[S:18][CH:19]=3)[CH:6]=[CH:5][C:4]1=2, predict the reactants needed to synthesize it. (5) Given the product [CH3:28][S:29][C:7]1[CH:8]=[N:9][CH:10]=[C:11]([C:13]#[C:14][C:15]2[CH:20]=[CH:19][CH:18]=[CH:17][CH:16]=2)[CH:12]=1, predict the reactants needed to synthesize it. The reactants are: C([Mg]Cl)(C)C.Br[C:7]1[CH:8]=[N:9][CH:10]=[C:11]([C:13]#[C:14][C:15]2[CH:20]=[CH:19][CH:18]=[CH:17][CH:16]=2)[CH:12]=1.C(N(CC)CC)C.[CH3:28][S:29]C. (6) Given the product [NH2:21][C:17]1[CH:16]=[CH:15][CH:14]=[C:13]2[C:18]=1[C:19](=[O:20])[N:10]([C@@:2]1([CH3:1])[CH2:7][CH2:6][C:5](=[O:8])[NH:4][C:3]1=[O:9])[C:11]([CH3:24])=[N:12]2, predict the reactants needed to synthesize it. The reactants are: [CH3:1][C@:2]1([N:10]2[C:19](=[O:20])[C:18]3[C:13](=[CH:14][CH:15]=[CH:16][C:17]=3[N+:21]([O-])=O)[N:12]=[C:11]2[CH3:24])[CH2:7][CH2:6][C:5](=[O:8])[NH:4][C:3]1=[O:9].